This data is from Forward reaction prediction with 1.9M reactions from USPTO patents (1976-2016). The task is: Predict the product of the given reaction. (1) Given the reactants [OH-:1].[K+].Cl.Cl[CH2:5][CH2:6][N:7]([CH2:10][CH3:11])[CH2:8][CH3:9].[CH:12](=[O:19])[C:13]1[CH:18]=[CH:17][CH:16]=[CH:15][CH:14]=1, predict the reaction product. The product is: [CH2:8]([N:7]([CH2:10][CH3:11])[CH2:6][CH2:5][O:1][C:16]1[CH:17]=[CH:18][C:13]([CH:12]=[O:19])=[CH:14][CH:15]=1)[CH3:9]. (2) Given the reactants Br[C:2]1[CH:3]=[CH:4][C:5]2[N:6]([C:8]([C:11]([NH:13][C:14]3[CH:19]=[C:18]([C:20]4[N:24]=[C:23]([CH3:25])[O:22][N:21]=4)[CH:17]=[CH:16][C:15]=3[CH3:26])=[O:12])=[CH:9][N:10]=2)[CH:7]=1.[C:27]1([CH3:36])[CH:32]=[CH:31][CH:30]=[CH:29][C:28]=1B(O)O.[B-](F)(F)(F)F.CC([PH+](C(C)(C)C)C(C)(C)C)(C)C.C(=O)([O-])[O-].[Cs+].[Cs+], predict the reaction product. The product is: [CH3:26][C:15]1[CH:16]=[CH:17][C:18]([C:20]2[N:24]=[C:23]([CH3:25])[O:22][N:21]=2)=[CH:19][C:14]=1[NH:13][C:11]([C:8]1[N:6]2[CH:7]=[C:2]([C:28]3[CH:29]=[CH:30][CH:31]=[CH:32][C:27]=3[CH3:36])[CH:3]=[CH:4][C:5]2=[N:10][CH:9]=1)=[O:12].